Dataset: Full USPTO retrosynthesis dataset with 1.9M reactions from patents (1976-2016). Task: Predict the reactants needed to synthesize the given product. (1) Given the product [C:1]([O:5][C:6]([NH:8][CH2:9][C:10]1[S:11][CH:12]=[C:13]([C:15]([NH:17][C:18]([CH3:24])([CH3:23])[C:19]([OH:21])=[O:20])=[O:16])[N:14]=1)=[O:7])([CH3:4])([CH3:2])[CH3:3], predict the reactants needed to synthesize it. The reactants are: [C:1]([O:5][C:6]([NH:8][CH2:9][C:10]1[S:11][CH:12]=[C:13]([C:15]([NH:17][C:18]([CH3:24])([CH3:23])[C:19]([O:21]C)=[O:20])=[O:16])[N:14]=1)=[O:7])([CH3:4])([CH3:3])[CH3:2].O.[OH-].[Li+]. (2) Given the product [C:9]([O:15][C:12](=[O:14])[CH:13]=[C:36]([NH2:37])[C:33]1([S:38][C:39]2[CH:40]=[CH:41][C:42]([Cl:45])=[CH:43][CH:44]=2)[CH2:32][C:31]2[C:34]1=[CH:35][C:28]([O:27][CH2:20][C:21]1[CH:26]=[CH:25][CH:24]=[CH:23][CH:22]=1)=[C:29]([O:46][CH3:47])[CH:30]=2)([CH3:10])([CH3:11])[CH3:1], predict the reactants needed to synthesize it. The reactants are: [CH2:1]([Mg]Br)C.C(N[CH:9]([CH3:11])[CH3:10])(C)C.[C:12]([O:15]CCCC)(=[O:14])[CH3:13].[CH2:20]([O:27][C:28]1[CH:35]=[C:34]2[C:31]([CH2:32][C:33]2([S:38][C:39]2[CH:44]=[CH:43][C:42]([Cl:45])=[CH:41][CH:40]=2)[C:36]#[N:37])=[CH:30][C:29]=1[O:46][CH3:47])[C:21]1[CH:26]=[CH:25][CH:24]=[CH:23][CH:22]=1. (3) Given the product [Br:40][CH2:17][C:14]1[CH:15]=[CH:16][C:11]([C:10]([NH:9][C@@H:7]([CH:1]2[CH2:6][CH2:5][CH2:4][CH2:3][CH2:2]2)[CH3:8])=[O:19])=[CH:12][N:13]=1, predict the reactants needed to synthesize it. The reactants are: [CH:1]1([C@H:7]([NH:9][C:10](=[O:19])[C:11]2[CH:16]=[CH:15][C:14]([CH2:17]O)=[N:13][CH:12]=2)[CH3:8])[CH2:6][CH2:5][CH2:4][CH2:3][CH2:2]1.C1C=CC(P(C2C=CC=CC=2)C2C=CC=CC=2)=CC=1.C(Br)(Br)(Br)[Br:40]. (4) The reactants are: CCCCC(F)(F)C(O)CC[C@@H:9]1[C@@H:14]([CH2:15][CH2:16][CH2:17][CH2:18][CH2:19]CC(O)=O)[C:12](=[O:13])C[C@H]1O.C1C[CH2:32][CH:31]([NH:34]C2CCCCC2)[CH2:30]C1.[C:41]([NH:48][C@H:49](C(O)=O)[CH2:50][O:51][CH3:52])([O:43]C(C)(C)C)=O.[Br:56][C:57]1[CH:62]=[CH:61][C:60]([NH2:63])=[C:59]([NH2:64])[CH:58]=1.C(N(CC)CC)C.C(O)(=O)C[C:74](CC(O)=O)(C(O)=O)[OH:75]. Given the product [Br:56][C:57]1[CH:62]=[CH:61][C:60]2[NH:63][C:30]([C@@H:31]([NH:34][C:12](=[O:13])[C:14]3[CH:15]=[CH:16][C:17]([N:48]4[CH2:49][CH2:50][O:51][CH2:52][C:41]4=[O:43])=[C:18]([CH3:19])[CH:9]=3)[CH2:32][O:75][CH3:74])=[N:64][C:59]=2[CH:58]=1, predict the reactants needed to synthesize it. (5) Given the product [CH2:1]([O:3][C:4]([N:6]1[C:14]2[C:9](=[CH:10][CH:11]=[C:12]([Cl:15])[CH:13]=2)[C:8]2([CH:16]([C:17]3[CH:22]=[CH:21][CH:20]=[C:19]([Cl:23])[CH:18]=3)[CH2:35][C:34](=[O:36])[NH:33][CH:32]2[C:29]2[CH:30]=[CH:31][C:26]([Cl:25])=[CH:27][CH:28]=2)[C:7]1=[O:24])=[O:5])[CH3:2], predict the reactants needed to synthesize it. The reactants are: [CH2:1]([O:3][C:4]([N:6]1[C:14]2[C:9](=[CH:10][CH:11]=[C:12]([Cl:15])[CH:13]=2)/[C:8](=[CH:16]/[C:17]2[CH:22]=[CH:21][CH:20]=[C:19]([Cl:23])[CH:18]=2)/[C:7]1=[O:24])=[O:5])[CH3:2].[Cl:25][C:26]1[CH:31]=[CH:30][C:29]([CH:32]=[N:33][C:34]([O:36][Si](C)(C)C)=[CH2:35])=[CH:28][CH:27]=1.